Task: Predict which catalyst facilitates the given reaction.. Dataset: Catalyst prediction with 721,799 reactions and 888 catalyst types from USPTO (1) Reactant: [CH3:1][O:2][C:3](=[O:42])[C@@H:4]([NH:32][C@H:33]([C:36]1[CH:41]=[CH:40][CH:39]=[CH:38][CH:37]=1)[CH2:34][CH3:35])[CH2:5][C:6]1[CH:31]=[CH:30][C:9]2[O:10][C@@H:11]([C:14]3[CH:19]=[CH:18][CH:17]=[C:16]([O:20][CH2:21][C:22]4[CH:27]=[CH:26][C:25]([Cl:28])=[C:24]([Cl:29])[CH:23]=4)[CH:15]=3)[CH2:12][O:13][C:8]=2[CH:7]=1.C=O.F[C:46](F)(F)C(O)=O.C([O-])(O)=O.[Na+]. Product: [CH3:1][O:2][C:3]([C@@H:4]1[CH2:5][C:6]2[CH:7]=[C:8]3[O:13][CH2:12][C@H:11]([C:14]4[CH:19]=[CH:18][CH:17]=[C:16]([O:20][CH2:21][C:22]5[CH:27]=[CH:26][C:25]([Cl:28])=[C:24]([Cl:29])[CH:23]=5)[CH:15]=4)[O:10][C:9]3=[CH:30][C:31]=2[CH2:46][N:32]1[C@H:33]([C:36]1[CH:41]=[CH:40][CH:39]=[CH:38][CH:37]=1)[CH2:34][CH3:35])=[O:42]. The catalyst class is: 12. (2) Reactant: C(O)COCCO.[Br:8][C:9]1[CH:14]=[CH:13][C:12]([C:15]([CH2:20][CH3:21])([CH:18]=O)[CH2:16][CH3:17])=[CH:11][CH:10]=1.O.NN.[OH-].[K+]. Product: [Br:8][C:9]1[CH:14]=[CH:13][C:12]([C:15]([CH2:20][CH3:21])([CH3:18])[CH2:16][CH3:17])=[CH:11][CH:10]=1. The catalyst class is: 6. (3) Product: [CH3:1][C@@H:2]1[CH2:7][NH:6][C@H:5]([CH2:15][NH:16][C:17]2[CH:22]=[CH:21][C:20]([C:23]([F:26])([F:24])[F:25])=[CH:19][N:18]=2)[CH2:4][CH2:3]1. Reactant: [CH3:1][C@@H:2]1[CH2:7][N:6](C(OC(C)(C)C)=O)[C@H:5]([CH2:15][NH:16][C:17]2[CH:22]=[CH:21][C:20]([C:23]([F:26])([F:25])[F:24])=[CH:19][N:18]=2)[CH2:4][CH2:3]1. The catalyst class is: 157. (4) Product: [CH3:31][O:30][C:22]1[CH:21]=[C:20]([NH:19][C:12](=[O:14])[C:11]2[CH:15]=[CH:16][CH:17]=[C:9]([B:4]3[O:5][C:6]([CH3:7])([CH3:8])[C:2]([CH3:1])([CH3:18])[O:3]3)[CH:10]=2)[CH:29]=[CH:28][C:23]=1[C:24]([O:26][CH3:27])=[O:25]. Reactant: [CH3:1][C:2]1([CH3:18])[C:6]([CH3:8])([CH3:7])[O:5][B:4]([C:9]2[CH:10]=[C:11]([CH:15]=[CH:16][CH:17]=2)[C:12]([OH:14])=O)[O:3]1.[NH2:19][C:20]1[CH:29]=[CH:28][C:23]([C:24]([O:26][CH3:27])=[O:25])=[C:22]([O:30][CH3:31])[CH:21]=1.CCN=C=NCCCN(C)C.O. The catalyst class is: 241. (5) Reactant: C[O:2][C:3]([C:5]1[C:10]([N:11]2[C:15]([CH3:16])=[CH:14][CH:13]=[C:12]2[CH3:17])=[CH:9][C:8]([C:18]([F:21])([F:20])[F:19])=[C:7]([C:22]([F:25])([F:24])[F:23])[N:6]=1)=[O:4].[OH-].[Na+]. Product: [CH3:16][C:15]1[N:11]([C:10]2[C:5]([C:3]([OH:4])=[O:2])=[N:6][C:7]([C:22]([F:25])([F:23])[F:24])=[C:8]([C:18]([F:19])([F:20])[F:21])[CH:9]=2)[C:12]([CH3:17])=[CH:13][CH:14]=1. The catalyst class is: 5. (6) The catalyst class is: 4. Product: [CH3:28][O:27][CH2:26][C:23]1[CH:24]=[CH:25][C:20]([C:19]2[C:14]([N:11]3[CH2:12][CH2:13][NH:8][CH2:9][CH2:10]3)=[N:15][CH:16]=[CH:17][N:18]=2)=[CH:21][CH:22]=1. Reactant: C(OC([N:8]1[CH2:13][CH2:12][N:11]([C:14]2[C:19]([C:20]3[CH:25]=[CH:24][C:23]([CH2:26][O:27][CH3:28])=[CH:22][CH:21]=3)=[N:18][CH:17]=[CH:16][N:15]=2)[CH2:10][CH2:9]1)=O)(C)(C)C.FC(F)(F)C(O)=O. (7) Reactant: C(O[C:6](=O)[N:7]([C@H:9]([C:11](=[O:43])[NH:12][C@@H:13]1[C:19](=[O:20])[N:18]([CH2:21][C:22]2[C:31]3[C:26](=[CH:27][C:28]([C:32]4[NH:36][N:35]=[N:34][N:33]=4)=[CH:29][CH:30]=3)[CH:25]=[CH:24][C:23]=2[O:37][CH3:38])[C:17]2[CH:39]=[CH:40][CH:41]=[CH:42][C:16]=2[CH2:15][CH2:14]1)[CH3:10])C)(C)(C)C.[ClH:45].CO. Product: [ClH:45].[CH3:38][O:37][C:23]1[CH:24]=[CH:25][C:26]2[C:31](=[CH:30][CH:29]=[C:28]([C:32]3[NH:33][N:34]=[N:35][N:36]=3)[CH:27]=2)[C:22]=1[CH2:21][N:18]1[C:19](=[O:20])[C@@H:13]([NH:12][C:11](=[O:43])[C@@H:9]([NH:7][CH3:6])[CH3:10])[CH2:14][CH2:15][C:16]2[CH:42]=[CH:41][CH:40]=[CH:39][C:17]1=2. The catalyst class is: 28. (8) Reactant: [B-](F)(F)(F)F.[B-](F)(F)(F)F.C1[N+]2(CCl)CC[N+]([F:21])(CC2)C1.C[Si](C)(C)[O:24][C:25]1[CH2:30][CH2:29][N:28]([C:31]([O:33][CH2:34][C:35]2[CH:40]=[CH:39][CH:38]=[CH:37][CH:36]=2)=[O:32])[CH2:27][CH:26]=1. Product: [F:21][CH:30]1[C:25](=[O:24])[CH2:26][CH2:27][N:28]([C:31]([O:33][CH2:34][C:35]2[CH:40]=[CH:39][CH:38]=[CH:37][CH:36]=2)=[O:32])[CH2:29]1. The catalyst class is: 23. (9) Reactant: C(OC([N:8]1[CH2:12][CH2:11][CH2:10][C@H:9]1[CH2:13][O:14][C:15]1[CH:16]=[C:17]([C:25]([O:27][CH3:28])=[O:26])[C:18](=[CH:23][CH:24]=1)[C:19]([O:21][CH3:22])=[O:20])=O)(C)(C)C.C(O)(C(F)(F)F)=O. Product: [NH:8]1[CH2:12][CH2:11][CH2:10][C@H:9]1[CH2:13][O:14][C:15]1[CH:16]=[C:17]([C:25]([O:27][CH3:28])=[O:26])[C:18](=[CH:23][CH:24]=1)[C:19]([O:21][CH3:22])=[O:20]. The catalyst class is: 2. (10) The catalyst class is: 702. Reactant: C([O:3][C:4]([C:6]1([S:20]([C:23]2[CH:28]=[CH:27][C:26]([O:29][CH2:30][CH2:31][CH2:32][CH3:33])=[CH:25][CH:24]=2)(=[O:22])=[O:21])[CH2:11][CH2:10][N:9]([CH2:12][C:13]2[CH:18]=[CH:17][C:16]([F:19])=[CH:15][CH:14]=2)[CH2:8][CH2:7]1)=[O:5])C. Product: [F:19][C:16]1[CH:15]=[CH:14][C:13]([CH2:12][N:9]2[CH2:10][CH2:11][C:6]([S:20]([C:23]3[CH:24]=[CH:25][C:26]([O:29][CH2:30][CH2:31][CH2:32][CH3:33])=[CH:27][CH:28]=3)(=[O:22])=[O:21])([C:4]([OH:5])=[O:3])[CH2:7][CH2:8]2)=[CH:18][CH:17]=1.